From a dataset of NCI-60 drug combinations with 297,098 pairs across 59 cell lines. Regression. Given two drug SMILES strings and cell line genomic features, predict the synergy score measuring deviation from expected non-interaction effect. (1) Drug 1: C1=NC2=C(N=C(N=C2N1C3C(C(C(O3)CO)O)F)Cl)N. Drug 2: CC1=C2C(C(=O)C3(C(CC4C(C3C(C(C2(C)C)(CC1OC(=O)C(C(C5=CC=CC=C5)NC(=O)OC(C)(C)C)O)O)OC(=O)C6=CC=CC=C6)(CO4)OC(=O)C)O)C)O. Cell line: A549. Synergy scores: CSS=-0.280, Synergy_ZIP=-0.942, Synergy_Bliss=-0.728, Synergy_Loewe=-2.52, Synergy_HSA=-1.81. (2) Drug 1: CCC1(CC2CC(C3=C(CCN(C2)C1)C4=CC=CC=C4N3)(C5=C(C=C6C(=C5)C78CCN9C7C(C=CC9)(C(C(C8N6C=O)(C(=O)OC)O)OC(=O)C)CC)OC)C(=O)OC)O.OS(=O)(=O)O. Drug 2: CC1=C(N=C(N=C1N)C(CC(=O)N)NCC(C(=O)N)N)C(=O)NC(C(C2=CN=CN2)OC3C(C(C(C(O3)CO)O)O)OC4C(C(C(C(O4)CO)O)OC(=O)N)O)C(=O)NC(C)C(C(C)C(=O)NC(C(C)O)C(=O)NCCC5=NC(=CS5)C6=NC(=CS6)C(=O)NCCC[S+](C)C)O. Cell line: EKVX. Synergy scores: CSS=1.41, Synergy_ZIP=2.21, Synergy_Bliss=5.67, Synergy_Loewe=-3.42, Synergy_HSA=-2.95. (3) Drug 1: C1=NC2=C(N1)C(=S)N=C(N2)N. Drug 2: COC1=C2C(=CC3=C1OC=C3)C=CC(=O)O2. Cell line: SNB-75. Synergy scores: CSS=5.10, Synergy_ZIP=-4.07, Synergy_Bliss=-0.0283, Synergy_Loewe=-7.30, Synergy_HSA=-0.773. (4) Drug 1: C1=NC2=C(N1)C(=S)N=C(N2)N. Drug 2: CN(CC1=CN=C2C(=N1)C(=NC(=N2)N)N)C3=CC=C(C=C3)C(=O)NC(CCC(=O)O)C(=O)O. Cell line: 786-0. Synergy scores: CSS=39.6, Synergy_ZIP=-10.5, Synergy_Bliss=-8.59, Synergy_Loewe=-5.46, Synergy_HSA=-4.12. (5) Drug 1: CN(C)C1=NC(=NC(=N1)N(C)C)N(C)C. Drug 2: C1=NNC2=C1C(=O)NC=N2. Cell line: NCI-H226. Synergy scores: CSS=6.29, Synergy_ZIP=1.01, Synergy_Bliss=4.52, Synergy_Loewe=0.576, Synergy_HSA=1.05.